This data is from Forward reaction prediction with 1.9M reactions from USPTO patents (1976-2016). The task is: Predict the product of the given reaction. (1) Given the reactants [CH3:1][O:2][C:3](=[O:12])[C:4]1[CH:9]=[CH:8][CH:7]=[C:6]([OH:10])[C:5]=1[OH:11].[C:13](=O)([O-])[O-].[K+].[K+].[CH2:19](Br)[CH:20]=[CH2:21].[C:23](#N)[CH3:24], predict the reaction product. The product is: [CH3:1][O:2][C:3](=[O:12])[C:4]1[CH:9]=[CH:8][CH:7]=[C:6]([O:10][CH2:19][CH:20]=[CH2:21])[C:5]=1[O:11][CH2:13][CH:23]=[CH2:24]. (2) Given the reactants CC(C)([O-])C.[K+].[C:7]([O:16][CH2:17][CH3:18])(=[O:15])[CH2:8][CH2:9][C:10]([O:12]CC)=O.[Br:19][C:20]1[CH:21]=[C:22]([CH:25]=[CH:26][CH:27]=1)[CH:23]=O.Cl.CC([O-])=O.[Na+].C([O-])([O-])=O.[K+].[K+], predict the reaction product. The product is: [Br:19][C:20]1[CH:27]=[CH:26][CH:25]=[C:22]2[C:21]=1[C:10]([OH:12])=[CH:9][C:8]([C:7]([O:16][CH2:17][CH3:18])=[O:15])=[CH:23]2. (3) Given the reactants C[Si]([N-][Si](C)(C)C)(C)C.[K+].[C:11]1([C:17]2[O:18][C:19]3[CH:25]=[C:24]([C:26](=[O:30])[CH2:27][CH2:28][CH3:29])[CH:23]=[CH:22][C:20]=3[N:21]=2)[CH:16]=[CH:15][CH:14]=[CH:13][CH:12]=1.C[O:32][C:33](=[O:36])[CH2:34]Br.Cl, predict the reaction product. The product is: [CH2:28]([CH:27]([C:26](=[O:30])[C:24]1[CH:23]=[CH:22][C:20]2[N:21]=[C:17]([C:11]3[CH:16]=[CH:15][CH:14]=[CH:13][CH:12]=3)[O:18][C:19]=2[CH:25]=1)[CH2:34][C:33]([OH:36])=[O:32])[CH3:29]. (4) Given the reactants [CH3:1][O:2][C:3](=[O:12])[CH2:4][C:5]1[CH:6]=[N:7][CH:8]=[C:9](Br)[CH:10]=1.C1(P(C2CCCCC2)C2C=CC=CC=2C2C(OC)=CC=CC=2OC)CCCCC1.P([O-])([O-])([O-])=O.[K+].[K+].[K+].[CH2:50]([C:52]([C:70]1[CH:75]=[CH:74][C:73]([OH:76])=[C:72]([CH3:77])[CH:71]=1)([C:55]1[CH:60]=[CH:59][C:58](B2OC(C)(C)C(C)(C)O2)=[CH:57][CH:56]=1)[CH2:53][CH3:54])[CH3:51].[Cl-].[NH4+], predict the reaction product. The product is: [CH3:1][O:2][C:3](=[O:12])[CH2:4][C:5]1[CH:6]=[N:7][CH:8]=[C:9]([C:58]2[CH:57]=[CH:56][C:55]([C:52]([CH2:53][CH3:54])([C:70]3[CH:75]=[CH:74][C:73]([OH:76])=[C:72]([CH3:77])[CH:71]=3)[CH2:50][CH3:51])=[CH:60][CH:59]=2)[CH:10]=1. (5) Given the reactants [CH2:1]([O:4][C:5]1[CH:10]=[CH:9][C:8]([CH2:11][SH:12])=[C:7]([CH3:13])[CH:6]=1)[CH:2]=[CH2:3].[N:14]1([CH2:19][CH2:20]OS(C2C=CC(C)=CC=2)(=O)=O)[CH:18]=[CH:17][N:16]=[N:15]1.[H-].[Na+], predict the reaction product. The product is: [CH2:1]([O:4][C:5]1[CH:10]=[CH:9][C:8]([CH2:11][S:12][CH2:20][CH2:19][N:14]2[CH:18]=[CH:17][N:16]=[N:15]2)=[C:7]([CH3:13])[CH:6]=1)[CH:2]=[CH2:3].